This data is from Full USPTO retrosynthesis dataset with 1.9M reactions from patents (1976-2016). The task is: Predict the reactants needed to synthesize the given product. (1) Given the product [CH2:1]([O:8][C:9]1[CH:38]=[CH:37][C:12]([O:13][C:14]2[CH:22]=[CH:21][C:17]([C:18]([NH:39][C:40]3[CH:48]=[CH:47][CH:46]=[CH:45][C:41]=3[C:42](=[O:43])[NH2:44])=[O:19])=[CH:16][C:15]=2[NH:23][C:24]2[C:25]3[CH:33]=[CH:32][C:31]([CH:34]([CH3:36])[CH3:35])=[N:30][C:26]=3[N:27]=[CH:28][N:29]=2)=[CH:11][CH:10]=1)[C:2]1[CH:7]=[CH:6][CH:5]=[CH:4][CH:3]=1, predict the reactants needed to synthesize it. The reactants are: [CH2:1]([O:8][C:9]1[CH:38]=[CH:37][C:12]([O:13][C:14]2[CH:22]=[CH:21][C:17]([C:18](Cl)=[O:19])=[CH:16][C:15]=2[NH:23][C:24]2[C:25]3[CH:33]=[CH:32][C:31]([CH:34]([CH3:36])[CH3:35])=[N:30][C:26]=3[N:27]=[CH:28][N:29]=2)=[CH:11][CH:10]=1)[C:2]1[CH:7]=[CH:6][CH:5]=[CH:4][CH:3]=1.[NH2:39][C:40]1[CH:48]=[CH:47][CH:46]=[CH:45][C:41]=1[C:42]([NH2:44])=[O:43]. (2) Given the product [CH2:13]([C:2]1[CH:3]=[C:4]2[C:8](=[CH:9][CH:10]=1)[NH:7][C:6]([CH:11]=[O:12])=[CH:5]2)[CH2:14][CH2:15][CH3:16], predict the reactants needed to synthesize it. The reactants are: Br[C:2]1[CH:3]=[C:4]2[C:8](=[CH:9][CH:10]=1)[NH:7][C:6]([CH:11]=[O:12])=[CH:5]2.[CH2:13]([B-](F)(F)F)[CH2:14][CH2:15][CH3:16].[K+]. (3) Given the product [CH3:1][C:2]([N:5]([CH2:9][C:10]1[CH:11]=[C:12]([C:53]2[CH:54]=[CH:55][CH:56]=[C:51]([CH2:50][O:49][Si:48]([CH3:60])([CH3:61])[CH:45]([CH3:44])[CH3:46])[CH:52]=2)[CH:13]=[C:14]([C:16]#[N:17])[CH:15]=1)[C:6](=[O:8])[O-:7])([CH3:4])[CH3:3].[CH3:19][CH3:20], predict the reactants needed to synthesize it. The reactants are: [CH3:1][C:2]([N:5]([CH2:9][C:10]1[CH:15]=[C:14]([C:16]#[N:17])[CH:13]=[C:12](Br)[CH:11]=1)[C:6](=[O:8])[O-:7])([CH3:4])[CH3:3].[CH:19]1C=CC(P(C2C=CC=CC=2)C2C=CC=CC=2)=C[CH:20]=1.C([O-])([O-])=O.[K+].[K+].[CH3:44][C:45]([Si:48]([CH3:61])([CH3:60])[O:49][CH2:50][C:51]1[CH:52]=[C:53](B(O)O)[CH:54]=[CH:55][CH:56]=1)(C)[CH3:46]. (4) Given the product [CH3:13][O:12][C:10]1[CH:9]=[C:8]([CH:7]=[C:6]([O:5][CH3:4])[CH:11]=1)[CH2:14][CH2:15][C:16]1[N:17]=[C:18]2[CH:24]=[C:23]([C:25]3[CH:30]=[CH:29][N:28]=[C:27]([C:31]([OH:3])=[O:1])[CH:26]=3)[NH:22][C:19]2=[N:20][CH:21]=1, predict the reactants needed to synthesize it. The reactants are: [OH-:1].[K+].[OH2:3].[CH3:4][O:5][C:6]1[CH:7]=[C:8]([CH2:14][CH2:15][C:16]2[N:17]=[C:18]3[CH:24]=[C:23]([C:25]4[CH:30]=[CH:29][N:28]=[C:27]([C:31]#N)[CH:26]=4)[N:22](S(C4C=CC=CC=4)(=O)=O)[C:19]3=[N:20][CH:21]=2)[CH:9]=[C:10]([O:12][CH3:13])[CH:11]=1.Cl. (5) Given the product [C:5]([O:4][C:3]([NH:2][O:1][C:16]([CH3:18])([CH3:17])[C:15]([O:14][CH2:12][CH3:13])=[O:20])=[O:9])([CH3:8])([CH3:7])[CH3:6], predict the reactants needed to synthesize it. The reactants are: [OH:1][NH:2][C:3](=[O:9])[O:4][C:5]([CH3:8])([CH3:7])[CH3:6].[OH-].[K+].[CH2:12]([O:14][C:15](=[O:20])[C:16](Br)([CH3:18])[CH3:17])[CH3:13]. (6) Given the product [CH2:1]([C:4]1[N:5]=[N:6][N:7]([CH2:9][C:10]([N:12]2[CH2:17][CH2:16][O:15][CH:14]([C:18]([OH:20])=[O:19])[CH2:13]2)=[O:11])[CH:8]=1)[CH2:2][CH3:3], predict the reactants needed to synthesize it. The reactants are: [CH2:1]([C:4]1[N:5]=[N:6][N:7]([CH2:9][C:10]([N:12]2[CH2:17][CH2:16][O:15][CH:14]([C:18]([O:20]CC3C=CC=CC=3)=[O:19])[CH2:13]2)=[O:11])[CH:8]=1)[CH2:2][CH3:3].O.[OH-].[Li+].